This data is from Reaction yield outcomes from USPTO patents with 853,638 reactions. The task is: Predict the reaction yield, written as a fraction of the theoretical maximum amount of product (1.0 means a 100% yield; for example, 0.34 means a 34% yield). (1) The reactants are [CH3:1][O:2][C:3]1[CH:4]=[C:5]([CH2:20][C:21]([O:23]C2C(F)=C(F)C(F)=C(F)C=2F)=O)[CH:6]=[CH:7][C:8]=1[NH:9][C:10]([NH:12][C:13]1[CH:18]=[CH:17][CH:16]=[CH:15][C:14]=1[CH3:19])=[O:11].[NH:35]1[CH2:39][CH2:38][CH2:37][CH:36]1[CH2:40][O:41][C:42]1[CH:47]=[CH:46][C:45]([C:48]([O:50][CH3:51])=[O:49])=[CH:44][N:43]=1.CCN(CC)CC. The catalyst is CN(C=O)C.CCOC(C)=O. The product is [CH3:1][O:2][C:3]1[CH:4]=[C:5]([CH2:20][C:21]([N:35]2[CH2:39][CH2:38][CH2:37][CH:36]2[CH2:40][O:41][C:42]2[CH:47]=[CH:46][C:45]([C:48]([O:50][CH3:51])=[O:49])=[CH:44][N:43]=2)=[O:23])[CH:6]=[CH:7][C:8]=1[NH:9][C:10]([NH:12][C:13]1[CH:18]=[CH:17][CH:16]=[CH:15][C:14]=1[CH3:19])=[O:11]. The yield is 0.870. (2) The reactants are [NH2:1][C:2]1[C:7]([N+:8]([O-:10])=[O:9])=[CH:6][CH:5]=[CH:4][N:3]=1.Br[CH2:12][C:13]([C:15]1[CH:20]=[CH:19][C:18]([F:21])=[CH:17][CH:16]=1)=O. The catalyst is CN(C)C=O. The product is [F:21][C:18]1[CH:19]=[CH:20][C:15]([C:13]2[N:1]=[C:2]3[C:7]([N+:8]([O-:10])=[O:9])=[CH:6][CH:5]=[CH:4][N:3]3[CH:12]=2)=[CH:16][CH:17]=1. The yield is 0.360. (3) The reactants are [C:1]([O:7][CH2:8][N:9]1[C:13]2[N:14]=[N:15][CH:16]=[C:17]([C:18]3[CH:19]=[N:20][N:21]([CH:23]4[CH2:27][CH2:26][CH2:25][CH:24]4[CH2:28][OH:29])[CH:22]=3)[C:12]=2[CH:11]=[CH:10]1)(=[O:6])[C:2]([CH3:5])([CH3:4])[CH3:3].[CH3:30][S:31](Cl)(=[O:33])=[O:32]. The catalyst is ClCCl.CN(C1C=CN=CC=1)C. The product is [C:1]([O:7][CH2:8][N:9]1[C:13]2[N:14]=[N:15][CH:16]=[C:17]([C:18]3[CH:19]=[N:20][N:21]([CH:23]4[CH2:27][CH2:26][CH2:25][CH:24]4[CH2:28][O:29][S:31]([CH3:30])(=[O:33])=[O:32])[CH:22]=3)[C:12]=2[CH:11]=[CH:10]1)(=[O:6])[C:2]([CH3:5])([CH3:4])[CH3:3]. The yield is 0.780. (4) The reactants are CC(C)([O-])C.[K+].CC(C)([O-])C.[CH3:12][CH:13]([C:19]([CH3:21])=[O:20])[C:14]([O:16][CH2:17][CH3:18])=[O:15].[CH2:22]([O:24][C:25](=[O:32])[CH2:26][CH2:27][CH2:28][CH2:29][CH2:30]Br)[CH3:23]. The catalyst is C(O)(C)(C)C. The product is [C:25]([CH2:26][CH2:27][CH2:28][CH2:29][CH2:30][C:13]([CH3:12])([C:19]([CH3:21])=[O:20])[C:14]([O:16][CH2:17][CH3:18])=[O:15])([O:24][CH2:22][CH3:23])=[O:32]. The yield is 0.750. (5) The catalyst is O1CCOCC1.C1C=CC(/C=C/C(/C=C/C2C=CC=CC=2)=O)=CC=1.C1C=CC(/C=C/C(/C=C/C2C=CC=CC=2)=O)=CC=1.C1C=CC(/C=C/C(/C=C/C2C=CC=CC=2)=O)=CC=1.[Pd].[Pd].CC1(C)C2C(=C(P(C3C=CC=CC=3)C3C=CC=CC=3)C=CC=2)OC2C(P(C3C=CC=CC=3)C3C=CC=CC=3)=CC=CC1=2. The yield is 0.570. The product is [Cl:16][C:11]1[N:10]=[C:9]([NH:8][C:2]2[CH:3]=[N:4][CH:5]=[CH:6][CH:7]=2)[C:14]([CH3:15])=[CH:13][N:12]=1. The reactants are Br[C:2]1[CH:3]=[N:4][CH:5]=[CH:6][CH:7]=1.[NH2:8][C:9]1[C:14]([CH3:15])=[CH:13][N:12]=[C:11]([Cl:16])[N:10]=1.C(=O)([O-])[O-].[Cs+].[Cs+]. (6) The reactants are [F:1][C:2]1[CH:3]=[CH:4][C:5]([S:12][C:13]2[CH:18]=[CH:17][C:16]([N+:19]([O-:21])=[O:20])=[CH:15][C:14]=2[C:22](OC)=[O:23])=[C:6]([CH:11]=1)[C:7](OC)=[O:8].[BH4-].[Na+].CO.[Cl-].[NH4+]. The catalyst is O1CCCC1. The product is [F:1][C:2]1[CH:3]=[CH:4][C:5]([S:12][C:13]2[CH:18]=[CH:17][C:16]([N+:19]([O-:21])=[O:20])=[CH:15][C:14]=2[CH2:22][OH:23])=[C:6]([CH2:7][OH:8])[CH:11]=1. The yield is 0.880. (7) The yield is 0.810. The catalyst is C(Cl)(Cl)Cl.[O-2].[Mn+4].[O-2]. The reactants are [NH2:1][C:2]1[CH:9]=[CH:8][C:7]([Cl:10])=[CH:6][C:3]=1[CH2:4][OH:5]. The product is [NH2:1][C:2]1[CH:9]=[CH:8][C:7]([Cl:10])=[CH:6][C:3]=1[CH:4]=[O:5].